From a dataset of Catalyst prediction with 721,799 reactions and 888 catalyst types from USPTO. Predict which catalyst facilitates the given reaction. (1) Reactant: C([N:4]([CH:7]([CH3:9])C)[CH2:5]C)(C)C.CS(O[CH2:15][C:16]1[CH:21]=[CH:20][C:19]([C:22]2[CH:27]=[CH:26][C:25]([C@H:28]3[O:32]C(C)(C)[N:30]([C:35](=[O:39])[CH:36]([Cl:38])[Cl:37])[C@@H:29]3[CH2:40][F:41])=[CH:24][CH:23]=2)=[CH:18][N:17]=1)(=O)=O.N1CCC1.Cl. Product: [N:4]1([CH2:15][C:16]2[N:17]=[CH:18][C:19]([C:22]3[CH:23]=[CH:24][C:25]([C@@H:28]([OH:32])[C@H:29]([NH:30][C:35](=[O:39])[CH:36]([Cl:38])[Cl:37])[CH2:40][F:41])=[CH:26][CH:27]=3)=[CH:20][CH:21]=2)[CH2:5][CH2:9][CH2:7]1. The catalyst class is: 9. (2) Reactant: [Cl:1][C:2]1[C:3]([N:17]2[CH2:22][CH2:21][CH:20]([C:23]([O:25][CH3:26])=[O:24])[CH2:19][CH2:18]2)=[N:4][CH:5]=[C:6]([C:10]2[O:11][C:12]([CH2:15][CH3:16])=[CH:13][N:14]=2)[C:7]=1SC.Cl[C:28]1C=C(C=CC=1)C(OO)=O.[O-:38][S:39]([O-:42])(=S)=O.[Na+].[Na+].CCOC(C)=O. Product: [Cl:1][C:2]1[C:3]([N:17]2[CH2:18][CH2:19][CH:20]([C:23]([O:25][CH3:26])=[O:24])[CH2:21][CH2:22]2)=[N:4][CH:5]=[C:6]([C:10]2[O:11][C:12]([CH2:15][CH3:16])=[CH:13][N:14]=2)[C:7]=1[S:39]([CH3:28])(=[O:42])=[O:38]. The catalyst class is: 85. (3) Reactant: [Cl:1][C:2]1[N:3]=[C:4]([N:12]2[CH2:17][CH2:16][O:15][CH2:14][CH2:13]2)[C:5]2[S:10][CH:9]=[C:8]([CH3:11])[C:6]=2[N:7]=1.ClC1N=C(N2CCOCC2)C2SC=CC=2N=1.C(OC(C1SC=C(C)C=1N)=O)C.[Li]CCCC.[I:51]I. Product: [Cl:1][C:2]1[N:3]=[C:4]([N:12]2[CH2:13][CH2:14][O:15][CH2:16][CH2:17]2)[C:5]2[S:10][C:9]([I:51])=[C:8]([CH3:11])[C:6]=2[N:7]=1. The catalyst class is: 1. (4) Reactant: [F:1][C:2]1[CH:3]=[C:4]([CH3:13])[C:5]([O:11][CH3:12])=[C:6]([CH:8]([NH2:10])[CH3:9])[CH:7]=1.F[C:15]1[CH:20]=[C:19]([F:21])[CH:18]=[CH:17][C:16]=1[S:22]([CH3:25])(=[O:24])=[O:23].C(N(C(C)C)CC)(C)C.ClCCl. Product: [F:21][C:19]1[CH:20]=[CH:15][C:16]([S:22]([CH3:25])(=[O:24])=[O:23])=[C:17]([NH:10][CH:8]([C:6]2[CH:7]=[C:2]([F:1])[CH:3]=[C:4]([CH3:13])[C:5]=2[O:11][CH3:12])[CH3:9])[CH:18]=1. The catalyst class is: 9. (5) Reactant: [Li].[Li].[CH-:3]1[CH:7]=[CH:6][CH:5]=[CH:4]1.[CH-:8]1[CH:12]=[CH:11][CH:10]=[CH:9]1.[Fe+2:13].CN(C)CCN(C)C.C([Li:26])CCC.[CH-]1C=CC=C1.[CH-]1C=CC=C1.[Fe+2]. Product: [Li:26][C-:3]1[CH:7]=[CH:6][CH:5]=[CH:4]1.[C-:8]1([Li:26])[CH:12]=[CH:11][CH:10]=[CH:9]1.[Fe+2:13]. The catalyst class is: 81. (6) Product: [Br:15][C:16]1[CH:17]=[C:18]([CH:21]=[CH:22][C:23]=1[O:24][CH2:25][O:26][CH2:27][CH2:28][O:29][CH3:30])[CH2:19][NH:20][C:6]([NH:5][C:1]([CH3:4])([CH3:3])[CH3:2])=[O:7]. Reactant: [C:1]([N:5]=[C:6]=[O:7])([CH3:4])([CH3:3])[CH3:2].C(N(CC)CC)C.[Br:15][C:16]1[CH:17]=[C:18]([CH:21]=[CH:22][C:23]=1[O:24][CH2:25][O:26][CH2:27][CH2:28][O:29][CH3:30])[CH2:19][NH2:20]. The catalyst class is: 18.